From a dataset of Peptide-MHC class I binding affinity with 185,985 pairs from IEDB/IMGT. Regression. Given a peptide amino acid sequence and an MHC pseudo amino acid sequence, predict their binding affinity value. This is MHC class I binding data. The MHC is HLA-A02:02 with pseudo-sequence HLA-A02:02. The binding affinity (normalized) is 0.496. The peptide sequence is RLPGPSDTPI.